Dataset: Full USPTO retrosynthesis dataset with 1.9M reactions from patents (1976-2016). Task: Predict the reactants needed to synthesize the given product. (1) Given the product [NH:1]1[C:2]2[C:3](=[CH:16][CH:17]=[CH:18][CH:19]=2)[C:4](=[O:5])[NH:6][C:7]1=[O:22], predict the reactants needed to synthesize it. The reactants are: [NH2:1][C:2]1[CH:19]=[CH:18][CH:17]=[CH:16][C:3]=1[C:4]([NH:6][CH:7](C1C=CC(Cl)=CC=1)C)=[O:5].ClC(OC(Cl)(Cl)Cl)=[O:22].[OH-].[Na+]. (2) Given the product [Cl:26][C:20]1[CH:21]=[C:22]([Cl:25])[CH:23]=[CH:24][C:19]=1[C:17]([C:16]1[O:1][C:2]2[CH:7]=[C:6]([OH:8])[CH:5]=[CH:4][C:3]=2[C:9]=1[C:10]([F:13])([F:12])[F:11])=[O:18], predict the reactants needed to synthesize it. The reactants are: [OH:1][C:2]1[CH:7]=[C:6]([OH:8])[CH:5]=[CH:4][C:3]=1[C:9](=O)[C:10]([F:13])([F:12])[F:11].Cl[CH2:16][C:17]([C:19]1[CH:24]=[CH:23][C:22]([Cl:25])=[CH:21][C:20]=1[Cl:26])=[O:18].C(=O)([O-])[O-].[K+].[K+].C(OCC)(=O)C. (3) Given the product [Cl:22][C:23]1[CH:31]=[CH:30][C:26]([C:27]([NH:1][C:2]2[CH:3]=[C:4]([CH:9]=[CH:10][C:11]=2[CH3:12])[C:5]([O:7][CH3:8])=[O:6])=[O:28])=[CH:25][N:24]=1, predict the reactants needed to synthesize it. The reactants are: [NH2:1][C:2]1[CH:3]=[C:4]([CH:9]=[CH:10][C:11]=1[CH3:12])[C:5]([O:7][CH3:8])=[O:6].CCN(C(C)C)C(C)C.[Cl:22][C:23]1[CH:31]=[CH:30][C:26]([C:27](Cl)=[O:28])=[CH:25][N:24]=1. (4) Given the product [F:9][CH2:8][C:4]1[N:3]=[C:2]([C:13]#[C:12][CH2:11][CH2:10][N:14]2[CH:22]=[C:21]3[C:16]([CH:17]=[CH:18][CH:19]=[CH:20]3)=[N:15]2)[CH:7]=[CH:6][CH:5]=1, predict the reactants needed to synthesize it. The reactants are: Br[C:2]1[CH:7]=[CH:6][CH:5]=[C:4]([CH2:8][F:9])[N:3]=1.[CH2:10]([N:14]1[CH:22]=[C:21]2[C:16]([CH:17]=[CH:18][CH:19]=[CH:20]2)=[N:15]1)[CH2:11][C:12]#[CH:13]. (5) Given the product [Br:1][C:9]1[CH:8]=[C:7]([CH3:11])[C:5]([NH2:6])=[C:4]([CH3:3])[CH:10]=1, predict the reactants needed to synthesize it. The reactants are: [Br:1]Br.[CH3:3][C:4]1[CH:10]=[CH:9][CH:8]=[C:7]([CH3:11])[C:5]=1[NH2:6].